Dataset: Full USPTO retrosynthesis dataset with 1.9M reactions from patents (1976-2016). Task: Predict the reactants needed to synthesize the given product. (1) The reactants are: [CH2:1](C1C(=O)C2C=CSC=2CC1)CC.[C:14]1(=[O:24])[C:23]2[C:18](=[CH:19][CH:20]=[CH:21][CH:22]=2)[CH2:17][CH2:16][CH2:15]1.C(I)C. Given the product [CH2:15]([CH:16]1[CH2:17][C:18]2[C:23](=[CH:22][CH:21]=[CH:20][CH:19]=2)[C:14]1=[O:24])[CH3:1], predict the reactants needed to synthesize it. (2) Given the product [OH:16][CH2:15][CH2:14][O:13][C:12]1[CH:11]=[CH:10][C:9]([C:29]2[CH:28]=[CH:27][C:23]([C:24]([O:26][CH2:43][CH3:44])=[O:25])=[CH:22][C:30]=2[CH3:31])=[CH:18][CH:17]=1, predict the reactants needed to synthesize it. The reactants are: CC1(C)C(C)(C)OB([C:9]2[CH:18]=[CH:17][C:12]([O:13][CH2:14][CH2:15][OH:16])=[CH:11][CH:10]=2)O1.C([C:22]1[C:30]([CH3:31])=[C:29](Br)[CH:28]=[CH:27][C:23]=1[C:24]([OH:26])=[O:25])C.P([O-])([O-])([O-])=O.[K+].[K+].[K+].O.O1CCO[CH2:44][CH2:43]1.